From a dataset of Catalyst prediction with 721,799 reactions and 888 catalyst types from USPTO. Predict which catalyst facilitates the given reaction. The catalyst class is: 10. Product: [Br:1][C:2]1[CH:3]=[CH:4][C:5]([N:12]2[CH2:13][CH2:14][N:9]([CH2:15][CH2:16][OH:17])[CH2:10][CH2:11]2)=[N:6][CH:7]=1. Reactant: [Br:1][C:2]1[CH:3]=[CH:4][C:5](I)=[N:6][CH:7]=1.[N:9]1([CH2:15][CH2:16][OH:17])[CH2:14][CH2:13][NH:12][CH2:11][CH2:10]1.O.